Regression. Given a peptide amino acid sequence and an MHC pseudo amino acid sequence, predict their binding affinity value. This is MHC class II binding data. From a dataset of Peptide-MHC class II binding affinity with 134,281 pairs from IEDB. (1) The peptide sequence is ATTEEQKLIEDINAS. The MHC is DRB1_0802 with pseudo-sequence DRB1_0802. The binding affinity (normalized) is 0.292. (2) The peptide sequence is EFIAKIQKCLLAVGL. The binding affinity (normalized) is 0.636. The MHC is DRB1_0101 with pseudo-sequence DRB1_0101. (3) The MHC is DRB1_0901 with pseudo-sequence DRB1_0901. The peptide sequence is TKFKYLAGDYLSLAD. The binding affinity (normalized) is 0.708.